Dataset: TCR-epitope binding with 47,182 pairs between 192 epitopes and 23,139 TCRs. Task: Binary Classification. Given a T-cell receptor sequence (or CDR3 region) and an epitope sequence, predict whether binding occurs between them. (1) The epitope is KLSYGIATV. The TCR CDR3 sequence is CAIRAGGDEQFF. Result: 0 (the TCR does not bind to the epitope). (2) The epitope is EILDITPCSF. The TCR CDR3 sequence is CASSQEPPNTQYF. Result: 1 (the TCR binds to the epitope). (3) The epitope is EEHVQIHTI. The TCR CDR3 sequence is CASSFRDLKNEQFF. Result: 1 (the TCR binds to the epitope). (4) The epitope is KLVALGINAV. The TCR CDR3 sequence is CASSQVILDETFF. Result: 0 (the TCR does not bind to the epitope). (5) The epitope is FPRPWLHGL. The TCR CDR3 sequence is CASSYLPSGTLNEQFF. Result: 0 (the TCR does not bind to the epitope). (6) The epitope is EPLPQGQLTAY. The TCR CDR3 sequence is CATSTGDSNQPQHF. Result: 1 (the TCR binds to the epitope).